This data is from Forward reaction prediction with 1.9M reactions from USPTO patents (1976-2016). The task is: Predict the product of the given reaction. Given the reactants [CH3:1][C:2]1[C:11]2[C:6](=[CH:7][C:8]([C:12]#[N:13])=[CH:9][CH:10]=2)[NH:5][C:4](=[O:14])[CH:3]=1.[H-].[Na+].CS(O[CH2:22][CH2:23][N:24]1[CH2:29][CH2:28][C@@H:27]([NH:30][C:31]([O:33][C:34]([CH3:37])([CH3:36])[CH3:35])=[O:32])[C@@H:26]([O:38][CH3:39])[CH2:25]1)(=O)=O, predict the reaction product. The product is: [C:4](#[N:5])[CH3:3].[OH2:14].[C:34]([O-:14])(=[O:33])[CH3:37].[NH4+:24].[C:12]([C:8]1[CH:7]=[C:6]2[C:11]([C:2]([CH3:1])=[CH:3][C:4](=[O:14])[N:5]2[CH2:22][CH2:23][N:24]2[CH2:29][CH2:28][C@@H:27]([NH:30][C:31](=[O:32])[O:33][C:34]([CH3:35])([CH3:37])[CH3:36])[C@@H:26]([O:38][CH3:39])[CH2:25]2)=[CH:10][CH:9]=1)#[N:13].